From a dataset of Full USPTO retrosynthesis dataset with 1.9M reactions from patents (1976-2016). Predict the reactants needed to synthesize the given product. (1) The reactants are: CON(C)[C:4]([C:6]1[N:7]=[CH:8][N:9]([C:11]2[CH:12]=[C:13]([C:17]3[C:22]([F:23])=[CH:21][CH:20]=[CH:19][C:18]=3[O:24][CH3:25])[CH:14]=[CH:15][CH:16]=2)[CH:10]=1)=[O:5].[S:27]1[CH:31]=[CH:30][N:29]=[CH:28]1. Given the product [F:23][C:22]1[C:17]([C:13]2[CH:14]=[CH:15][CH:16]=[C:11]([N:9]3[CH:10]=[C:6]([C:4]([C:28]4[S:27][CH:31]=[CH:30][N:29]=4)=[O:5])[N:7]=[CH:8]3)[CH:12]=2)=[C:18]([O:24][CH3:25])[CH:19]=[CH:20][CH:21]=1, predict the reactants needed to synthesize it. (2) Given the product [F:28][C:29]1[CH:34]=[CH:33][C:32]([NH:8][C:9]2[CH:21]=[C:20]([C:22]3[CH:23]=[CH:24][CH:25]=[CH:26][CH:27]=3)[CH:19]=[CH:18][C:10]=2[C:11]([O:13][C:14]([CH3:17])([CH3:16])[CH3:15])=[O:12])=[CH:31][CH:30]=1, predict the reactants needed to synthesize it. The reactants are: C1(C)C=CC=CC=1.[NH2:8][C:9]1[CH:21]=[C:20]([C:22]2[CH:27]=[CH:26][CH:25]=[CH:24][CH:23]=2)[CH:19]=[CH:18][C:10]=1[C:11]([O:13][C:14]([CH3:17])([CH3:16])[CH3:15])=[O:12].[F:28][C:29]1[CH:34]=[CH:33][C:32](I)=[CH:31][CH:30]=1.C(=O)([O-])[O-].[Cs+].[Cs+]. (3) Given the product [I:23][CH2:17][CH2:16][CH2:15][C:11]1[CH:10]=[C:9]([O:8][CH2:1][C:2]2[CH:7]=[CH:6][CH:5]=[CH:4][CH:3]=2)[CH:14]=[CH:13][CH:12]=1, predict the reactants needed to synthesize it. The reactants are: [CH2:1]([O:8][C:9]1[CH:10]=[C:11]([CH2:15][CH2:16][CH2:17]CS([O-])(=O)=O)[CH:12]=[CH:13][CH:14]=1)[C:2]1[CH:7]=[CH:6][CH:5]=[CH:4][CH:3]=1.[I-:23].[Na+]. (4) Given the product [N:1]1[CH:6]=[CH:5][CH:4]=[CH:3][C:2]=1[C:7]1[O:8][C:9]2[CH2:10][N:11]([C:17]3[CH:22]=[CH:21][CH:20]=[CH:19][N:18]=3)[CH2:12][CH2:13][C:14]=2[N:15]=1, predict the reactants needed to synthesize it. The reactants are: [N:1]1[CH:6]=[CH:5][CH:4]=[CH:3][C:2]=1[C:7]1[O:8][C:9]2[CH2:10][NH:11][CH2:12][CH2:13][C:14]=2[N:15]=1.Br[C:17]1[CH:22]=[CH:21][CH:20]=[CH:19][N:18]=1.C(O[Na])(C)(C)C. (5) Given the product [CH2:7]([O:9][C:10]1[CH:11]=[C:12]([O:16][C:18]2[CH:19]=[CH:20][C:21]([N:24]3[C:28]([CH3:29])=[N:27][NH:26][C:25]3=[O:30])=[CH:22][CH:23]=2)[CH:13]=[CH:14][CH:15]=1)[CH3:8], predict the reactants needed to synthesize it. The reactants are: C(=O)([O-])[O-].[Cs+].[Cs+].[CH2:7]([O:9][C:10]1[CH:11]=[C:12]([OH:16])[CH:13]=[CH:14][CH:15]=1)[CH3:8].Br[C:18]1[CH:23]=[CH:22][C:21]([N:24]2[C:28]([CH3:29])=[N:27][NH:26][C:25]2=[O:30])=[CH:20][CH:19]=1.CC(C)(C(=O)CC(=O)C(C)(C)C)C. (6) Given the product [ClH:31].[C:1]1([CH:7]2[O:11][N:10]=[C:9]([C:12]3[N:13]=[C:14]([N:17]4[CH2:22][CH2:21][NH:20][CH2:19][CH2:18]4)[S:15][CH:16]=3)[CH2:8]2)[CH:2]=[CH:3][CH:4]=[CH:5][CH:6]=1, predict the reactants needed to synthesize it. The reactants are: [C:1]1([CH:7]2[O:11][N:10]=[C:9]([C:12]3[N:13]=[C:14]([N:17]4[CH2:22][CH2:21][N:20](CC(OC(C)(C)C)=O)[CH2:19][CH2:18]4)[S:15][CH:16]=3)[CH2:8]2)[CH:6]=[CH:5][CH:4]=[CH:3][CH:2]=1.[ClH:31].